Predict the reaction yield, written as a fraction of the theoretical maximum amount of product (1.0 means a 100% yield; for example, 0.34 means a 34% yield). From a dataset of Reaction yield outcomes from USPTO patents with 853,638 reactions. (1) The reactants are CN(C)/[CH:3]=[CH:4]/[C:5]1[C:6]([N+:19]([O-])=O)=[CH:7][C:8]([N+:16]([O-])=O)=[C:9]([CH:15]=1)[C:10]([O:12][CH2:13][CH3:14])=[O:11].[H][H]. The catalyst is [Ni].CCO. The product is [NH2:16][C:8]1[CH:7]=[C:6]2[C:5]([CH:4]=[CH:3][NH:19]2)=[CH:15][C:9]=1[C:10]([O:12][CH2:13][CH3:14])=[O:11]. The yield is 0.300. (2) The catalyst is CCCCCCC.CCOC(C)=O. The product is [CH2:28]([CH:32]1[CH2:37][CH2:36][N:35]([CH2:14][CH2:13][CH2:12][N:7]2[C:6]3[CH:16]=[C:2]([Cl:1])[C:3]([N+:17]([O-:19])=[O:18])=[CH:4][C:5]=3[O:10][CH2:9][C:8]2=[O:11])[CH2:34][CH2:33]1)[CH2:29][CH2:30][CH3:31]. The reactants are [Cl:1][C:2]1[C:3]([N+:17]([O-:19])=[O:18])=[CH:4][C:5]2[O:10][CH2:9][C:8](=[O:11])[N:7]([CH2:12][CH2:13][CH2:14]Cl)[C:6]=2[CH:16]=1.C([O-])([O-])=O.[K+].[K+].[Na+].[I-].[CH2:28]([CH:32]1[CH2:37][CH2:36][NH:35][CH2:34][CH2:33]1)[CH2:29][CH2:30][CH3:31]. The yield is 0.420.